The task is: Predict the reaction yield, written as a fraction of the theoretical maximum amount of product (1.0 means a 100% yield; for example, 0.34 means a 34% yield).. This data is from Reaction yield outcomes from USPTO patents with 853,638 reactions. The reactants are N1C=CC=CC=1[C:7]1[CH:12]=[CH:11]C=CN=1.[Cl:13][C:14]1[N:19]=[CH:18][C:17]2[CH:20]=[CH:21][NH:22][C:16]=2[CH:15]=1.C1(B(O)O)CC1.C(=O)([O-])[O-].[Na+].[Na+]. The catalyst is ClCCCl.[Cl-].[Na+].O.CO.C([O-])(=O)C.[Cu+2].C([O-])(=O)C.[O-]S([O-])(=O)=O.[Cu+2].CCOC(C)=O. The product is [Cl:13][C:14]1[N:19]=[CH:18][C:17]2[CH:20]=[CH:21][N:22]([CH:11]3[CH2:12][CH2:7]3)[C:16]=2[CH:15]=1. The yield is 0.570.